From a dataset of Full USPTO retrosynthesis dataset with 1.9M reactions from patents (1976-2016). Predict the reactants needed to synthesize the given product. (1) Given the product [CH2:18]([O:17][C:15]([C:14]1[CH:6]([C:5]2[CH:8]=[CH:9][C:2]([F:1])=[CH:3][CH:4]=2)[NH:20][C:21](=[O:22])[NH:23][CH:13]=1)=[O:16])[CH3:19], predict the reactants needed to synthesize it. The reactants are: [F:1][C:2]1[CH:9]=[CH:8][C:5]([CH:6]=O)=[CH:4][CH:3]=1.C(O[CH:13]=[CH:14][C:15]([O:17][CH2:18][CH3:19])=[O:16])C.[NH2:20][C:21]([NH2:23])=[O:22]. (2) Given the product [O:1]1[CH2:6][CH2:5][CH2:4][CH2:3][CH:2]1[CH2:7][N:8]1[CH2:17][CH2:16][C:15]2[C:10](=[CH:11][C:12]([N:18]3[CH2:19][CH2:20][N:21]([CH2:55][CH2:54][CH2:53][CH2:52][C:38]4([C:36](=[O:37])[NH:35][CH2:34][C:33]([F:58])([F:57])[F:32])[C:51]5[CH:50]=[CH:49][CH:48]=[CH:47][C:46]=5[O:45][C:44]5[C:39]4=[CH:40][CH:41]=[CH:42][CH:43]=5)[CH2:22][CH2:23]3)=[CH:13][CH:14]=2)[C:9]1=[O:31], predict the reactants needed to synthesize it. The reactants are: [O:1]1[CH2:6][CH2:5][CH2:4][CH2:3][CH:2]1[CH2:7][N:8]1[CH2:17][CH2:16][C:15]2[C:10](=[CH:11][C:12]([N:18]3[CH2:23][CH2:22][N:21](C(OC(C)(C)C)=O)[CH2:20][CH2:19]3)=[CH:13][CH:14]=2)[C:9]1=[O:31].[F:32][C:33]([F:58])([F:57])[CH2:34][NH:35][C:36]([C:38]1([CH2:52][CH2:53][CH2:54][CH2:55]Br)[C:51]2[CH:50]=[CH:49][CH:48]=[CH:47][C:46]=2[O:45][C:44]2[C:39]1=[CH:40][CH:41]=[CH:42][CH:43]=2)=[O:37]. (3) Given the product [Cl:18][C:19]1[C:20]([O:30][CH3:31])=[CH:21][C:22]([O:28][CH3:29])=[C:23]([NH:25][C:26](=[O:27])[NH:1][C:2]2[CH:3]=[CH:4][C:5]([NH:8][C:9](=[O:17])[C:10]3[CH:15]=[CH:14][CH:13]=[CH:12][C:11]=3[F:16])=[CH:6][CH:7]=2)[CH:24]=1, predict the reactants needed to synthesize it. The reactants are: [NH2:1][C:2]1[CH:7]=[CH:6][C:5]([NH:8][C:9](=[O:17])[C:10]2[CH:15]=[CH:14][CH:13]=[CH:12][C:11]=2[F:16])=[CH:4][CH:3]=1.[Cl:18][C:19]1[C:20]([O:30][CH3:31])=[CH:21][C:22]([O:28][CH3:29])=[C:23]([N:25]=[C:26]=[O:27])[CH:24]=1. (4) Given the product [F:1][C:2]([F:13])([F:12])[O:3][C:4]1[CH:11]=[CH:10][C:7]([CH2:8][N:14]2[CH2:19][CH2:18][NH:17][CH2:16][CH2:15]2)=[CH:6][CH:5]=1, predict the reactants needed to synthesize it. The reactants are: [F:1][C:2]([F:13])([F:12])[O:3][C:4]1[CH:11]=[CH:10][C:7]([CH2:8]Br)=[CH:6][CH:5]=1.[NH:14]1[CH2:19][CH2:18][NH:17][CH2:16][CH2:15]1. (5) Given the product [CH3:7][O:8][C:9](=[O:40])[C:10]1[CH:15]=[C:14]([C:16]([C:18]2[N:23]=[CH:22][C:21]([N:24]([C:26]3[CH:31]=[CH:30][C:29]([Cl:32])=[CH:28][CH:27]=3)[CH3:25])=[CH:20][N:19]=2)=[O:17])[CH:13]=[CH:12][C:11]=1[S:33]([CH2:34][CH2:35][CH2:36][CH2:37][CH2:38][CH3:39])=[O:1], predict the reactants needed to synthesize it. The reactants are: [OH:1]OS([O-])=O.[K+].[CH3:7][O:8][C:9](=[O:40])[C:10]1[CH:15]=[C:14]([C:16]([C:18]2[N:23]=[CH:22][C:21]([N:24]([C:26]3[CH:31]=[CH:30][C:29]([Cl:32])=[CH:28][CH:27]=3)[CH3:25])=[CH:20][N:19]=2)=[O:17])[CH:13]=[CH:12][C:11]=1[S:33][CH2:34][CH2:35][CH2:36][CH2:37][CH2:38][CH3:39]. (6) Given the product [CH3:4][O:5][C:6](=[O:15])[C:7]1[CH:12]=[CH:11][C:10]([O:13][S:18]([C:17]([F:30])([F:29])[F:16])(=[O:20])=[O:19])=[CH:9][C:8]=1[F:14], predict the reactants needed to synthesize it. The reactants are: ClCCl.[CH3:4][O:5][C:6](=[O:15])[C:7]1[CH:12]=[CH:11][C:10]([OH:13])=[CH:9][C:8]=1[F:14].[F:16][C:17]([F:30])([F:29])[S:18](O[S:18]([C:17]([F:30])([F:29])[F:16])(=[O:20])=[O:19])(=[O:20])=[O:19]. (7) Given the product [N+:28]([C:27]([S:24]([C:21]1[CH:20]=[CH:19][C:18]([CH3:30])=[CH:23][CH:22]=1)(=[O:25])=[O:26])([CH2:2][CH2:3][CH2:4][CH2:5][CH2:6][C:7]([CH3:16])([CH3:17])[CH2:8][O:9][CH:10]1[CH2:15][CH2:14][CH2:13][CH2:12][O:11]1)[CH2:2][CH2:3][CH2:4][CH2:5][CH2:6][C:7]([CH3:17])([CH3:16])[CH2:8][O:9][CH:10]1[CH2:15][CH2:14][CH2:13][CH2:12][O:11]1)#[C-:29], predict the reactants needed to synthesize it. The reactants are: Br[CH2:2][CH2:3][CH2:4][CH2:5][CH2:6][C:7]([CH3:17])([CH3:16])[CH2:8][O:9][CH:10]1[CH2:15][CH2:14][CH2:13][CH2:12][O:11]1.[C:18]1([CH3:30])[CH:23]=[CH:22][C:21]([S:24]([CH2:27][N+:28]#[C-:29])(=[O:26])=[O:25])=[CH:20][CH:19]=1.[H-].[Na+]. (8) Given the product [CH2:30]([C:22]1[C:23]2[O:28][CH2:27][O:26][CH2:25][C:24]=2[CH:29]=[C:20]([CH:6]([NH:7][C:8]2[CH:9]=[CH:10][C:11]([C:14]3[N:18]=[C:17]([CH3:19])[O:16][N:15]=3)=[CH:12][CH:13]=2)[C:5]2[NH:4][C:3](=[O:2])[N:35]([C:37]3[N:42]=[CH:41][CH:40]=[CH:39][N:38]=3)[N:36]=2)[CH:21]=1)[CH3:31], predict the reactants needed to synthesize it. The reactants are: C[O:2][C:3](=O)[N:4]=[C:5](SC)[C:6]([C:20]1[CH:21]=[C:22]([CH2:30][CH3:31])[C:23]2[O:28][CH2:27][O:26][CH2:25][C:24]=2[CH:29]=1)=[N:7][C:8]1[CH:13]=[CH:12][C:11]([C:14]2[N:18]=[C:17]([CH3:19])[O:16][N:15]=2)=[CH:10][CH:9]=1.[NH:35]([C:37]1[N:42]=[CH:41][CH:40]=[CH:39][N:38]=1)[NH2:36].C(N(CC)CC)C. (9) Given the product [C:1]([O:35][CH:32]([C:12]1[C:13]2[N:14]3[CH2:21][CH2:20][CH2:19][N:18]([C:22]4[CH:23]=[N:24][C:25]([N:29]([CH3:30])[CH3:31])=[CH:26][C:27]=4[CH3:28])[C:15]3=[N:16][C:17]=2[C:9]([Cl:8])=[CH:10][CH:11]=1)[CH2:33][CH3:34])(=[O:3])[CH3:2], predict the reactants needed to synthesize it. The reactants are: [C:1](OC(=O)C)(=[O:3])[CH3:2].[Cl:8][C:9]1[C:17]2[N:16]=[C:15]3[N:18]([C:22]4[CH:23]=[N:24][C:25]([N:29]([CH3:31])[CH3:30])=[CH:26][C:27]=4[CH3:28])[CH2:19][CH2:20][CH2:21][N:14]3[C:13]=2[C:12]([CH:32]([OH:35])[CH2:33][CH3:34])=[CH:11][CH:10]=1. (10) Given the product [S:17]1[C:18]2[CH:24]=[CH:23][CH:22]=[CH:21][C:19]=2[N:20]=[C:16]1[S:15][C:8]1[C:7]([CH3:25])=[C:6]([CH2:5][C:4]([OH:26])=[O:3])[N:14]2[C:9]=1[CH:10]=[CH:11][CH:12]=[CH:13]2, predict the reactants needed to synthesize it. The reactants are: C([O:3][C:4](=[O:26])[CH2:5][C:6]1[N:14]2[C:9]([CH:10]=[CH:11][CH:12]=[CH:13]2)=[C:8]([S:15][C:16]2[S:17][C:18]3[CH:24]=[CH:23][CH:22]=[CH:21][C:19]=3[N:20]=2)[C:7]=1[CH3:25])C.CO.[OH-].[Na+].Cl.